This data is from Retrosynthesis with 50K atom-mapped reactions and 10 reaction types from USPTO. The task is: Predict the reactants needed to synthesize the given product. (1) Given the product Brc1ccc2nc(-n3ccnc3)c(Cc3ccccc3)cc2c1, predict the reactants needed to synthesize it. The reactants are: Clc1nc2ccc(Br)cc2cc1Cc1ccccc1.c1c[nH]cn1. (2) The reactants are: CCOC(=O)[C@@H]1[C@@H](O[Si](C)(C)C(C)(C)C)CCN1C(=O)OC(C)(C)C. Given the product CC(C)(C)OC(=O)N1CC[C@H](O[Si](C)(C)C(C)(C)C)[C@H]1CO, predict the reactants needed to synthesize it. (3) Given the product CC(C)(C)CNC(=O)c1cccc(-c2nn(C3CCCCO3)c3ccc(-c4ncn(C(c5ccccc5)(c5ccccc5)c5ccccc5)n4)cc23)c1, predict the reactants needed to synthesize it. The reactants are: CC(C)(C)CN.COC(=O)c1cccc(-c2nn(C3CCCCO3)c3ccc(-c4ncn(C(c5ccccc5)(c5ccccc5)c5ccccc5)n4)cc23)c1. (4) Given the product CC(C)c1cccc(Nc2nc(-c3ccncc3)cs2)c1, predict the reactants needed to synthesize it. The reactants are: CC(C)c1cccc(NC(N)=S)c1.O=C(CBr)c1ccncc1. (5) Given the product COc1ccc(OC)c(Nc2cc(C(F)(F)F)nc(-c3ccccn3)n2)c1, predict the reactants needed to synthesize it. The reactants are: COc1ccc(OC)c(N)c1.FC(F)(F)c1cc(Cl)nc(-c2ccccn2)n1.